Task: Predict hERG channel inhibition at various concentrations.. Dataset: hERG Central: cardiac toxicity at 1µM, 10µM, and general inhibition (1) Results: hERG_inhib (hERG inhibition (general)): blocker. The drug is COc1ccc(CCNCC(O)COc2cccc(Br)c2)cc1OC. (2) The compound is COc1ccc(OC)c(CN2CCC(CNC(=O)Nc3cccc(Cl)c3)CC2)c1. Results: hERG_inhib (hERG inhibition (general)): blocker. (3) The molecule is Cc1cc(C)c(C)c(S(=O)(=O)N2CCC(C(=O)NCCCN3CCCC3=O)CC2)c1C. Results: hERG_inhib (hERG inhibition (general)): blocker. (4) The compound is O=C(CN1CCN(CC(=O)Nc2ccccc2F)CC1)Nc1ccc2c(c1)OCCO2. Results: hERG_inhib (hERG inhibition (general)): blocker. (5) The drug is Cc1ccccc1C(=O)Nc1ccnn1C1CCN(CCCc2ccccc2)CC1. Results: hERG_inhib (hERG inhibition (general)): blocker. (6) The molecule is CN(CC1CCCN(CCc2ccc(F)cc2)C1)C(=O)CCC(F)(F)F. Results: hERG_inhib (hERG inhibition (general)): blocker.